This data is from NCI-60 drug combinations with 297,098 pairs across 59 cell lines. The task is: Regression. Given two drug SMILES strings and cell line genomic features, predict the synergy score measuring deviation from expected non-interaction effect. (1) Drug 1: CC1=C(C=C(C=C1)NC2=NC=CC(=N2)N(C)C3=CC4=NN(C(=C4C=C3)C)C)S(=O)(=O)N.Cl. Drug 2: CCCCCOC(=O)NC1=NC(=O)N(C=C1F)C2C(C(C(O2)C)O)O. Cell line: TK-10. Synergy scores: CSS=1.42, Synergy_ZIP=-0.171, Synergy_Bliss=0.916, Synergy_Loewe=-0.000782, Synergy_HSA=0.241. (2) Drug 1: C1=CC(=CC=C1C#N)C(C2=CC=C(C=C2)C#N)N3C=NC=N3. Drug 2: C1C(C(OC1N2C=NC3=C2NC=NCC3O)CO)O. Cell line: RXF 393. Synergy scores: CSS=-3.14, Synergy_ZIP=2.05, Synergy_Bliss=1.23, Synergy_Loewe=-0.604, Synergy_HSA=-1.79. (3) Drug 1: C1=NC2=C(N1)C(=S)N=C(N2)N. Drug 2: C1CN(P(=O)(OC1)NCCCl)CCCl. Cell line: HCC-2998. Synergy scores: CSS=36.8, Synergy_ZIP=-0.184, Synergy_Bliss=-0.516, Synergy_Loewe=-37.3, Synergy_HSA=-1.84. (4) Drug 1: CC12CCC3C(C1CCC2=O)CC(=C)C4=CC(=O)C=CC34C. Drug 2: COC1=CC(=CC(=C1O)OC)C2C3C(COC3=O)C(C4=CC5=C(C=C24)OCO5)OC6C(C(C7C(O6)COC(O7)C8=CC=CS8)O)O. Cell line: DU-145. Synergy scores: CSS=55.9, Synergy_ZIP=-0.839, Synergy_Bliss=-5.24, Synergy_Loewe=-1.24, Synergy_HSA=-1.82. (5) Drug 2: C1CCC(C(C1)N)N.C(=O)(C(=O)[O-])[O-].[Pt+4]. Synergy scores: CSS=56.1, Synergy_ZIP=-0.888, Synergy_Bliss=-0.261, Synergy_Loewe=-0.372, Synergy_HSA=1.68. Drug 1: C1=CN(C=N1)CC(O)(P(=O)(O)O)P(=O)(O)O. Cell line: HCT116. (6) Drug 1: C1=CC(=CC=C1C#N)C(C2=CC=C(C=C2)C#N)N3C=NC=N3. Drug 2: C1C(C(OC1N2C=C(C(=O)NC2=O)F)CO)O. Cell line: HCT-15. Synergy scores: CSS=39.1, Synergy_ZIP=2.36, Synergy_Bliss=-1.52, Synergy_Loewe=-45.6, Synergy_HSA=-11.1.